This data is from NCI-60 drug combinations with 297,098 pairs across 59 cell lines. The task is: Regression. Given two drug SMILES strings and cell line genomic features, predict the synergy score measuring deviation from expected non-interaction effect. Drug 1: C(CCl)NC(=O)N(CCCl)N=O. Drug 2: CC1C(C(CC(O1)OC2CC(CC3=C2C(=C4C(=C3O)C(=O)C5=CC=CC=C5C4=O)O)(C(=O)C)O)N)O. Cell line: MDA-MB-231. Synergy scores: CSS=42.0, Synergy_ZIP=-8.76, Synergy_Bliss=-8.28, Synergy_Loewe=-9.53, Synergy_HSA=-3.97.